Dataset: Forward reaction prediction with 1.9M reactions from USPTO patents (1976-2016). Task: Predict the product of the given reaction. (1) Given the reactants [CH3:1][CH:2]([C:11]1[CH:16]=[CH:15][C:14]([CH2:17][CH2:18][CH2:19][NH:20]C(OCC2C=CC=CC=2)=O)=[CH:13][CH:12]=1)[CH2:3][NH:4][S:5]([CH:8]([CH3:10])[CH3:9])(=[O:7])=[O:6].[CH:31]([S:34](Cl)(=[O:36])=[O:35])([CH3:33])[CH3:32].C1CCN2C(=NCCC2)CC1, predict the reaction product. The product is: [CH3:10][CH:8]([S:5]([NH:4][CH2:3][CH:2]([C:11]1[CH:12]=[CH:13][C:14]([CH2:17][CH2:18][CH2:19][NH:20][S:34]([CH:31]([CH3:33])[CH3:32])(=[O:36])=[O:35])=[CH:15][CH:16]=1)[CH3:1])(=[O:6])=[O:7])[CH3:9]. (2) The product is: [Br:13][C:5]1[C:4]([Cl:12])=[N:3][C:2]([Cl:1])=[C:7]([N+:8]([O-:10])=[O:9])[C:6]=1[NH2:11]. Given the reactants [Cl:1][C:2]1[C:7]([N+:8]([O-:10])=[O:9])=[C:6]([NH2:11])[CH:5]=[C:4]([Cl:12])[N:3]=1.[Br:13]N1C(=O)CCC1=O, predict the reaction product. (3) Given the reactants [C:1]([C:3]1([C:6]([OH:8])=O)[CH2:5][CH2:4]1)#[N:2].CN(C(ON1N=NC2C=CC=NC1=2)=[N+](C)C)C.F[P-](F)(F)(F)(F)F.C(N(CC)C(C)C)(C)C.[F:42][C:43]1[CH:48]=[CH:47][C:46]([C:49]2[C:57]3[C:52](=[N:53][CH:54]=[C:55]([F:58])[CH:56]=3)[NH:51][CH:50]=2)=[CH:45][C:44]=1[NH:59][C@H:60]1[CH2:65][CH2:64][CH2:63][C@@H:62]([NH2:66])[CH2:61]1, predict the reaction product. The product is: [C:1]([C:3]1([C:6]([NH:66][C@@H:62]2[CH2:63][CH2:64][CH2:65][C@H:60]([NH:59][C:44]3[CH:45]=[C:46]([C:49]4[C:57]5[C:52](=[N:53][CH:54]=[C:55]([F:58])[CH:56]=5)[NH:51][CH:50]=4)[CH:47]=[CH:48][C:43]=3[F:42])[CH2:61]2)=[O:8])[CH2:5][CH2:4]1)#[N:2]. (4) Given the reactants [CH3:1][C:2]1[C:10]2[O:9][CH:8]=[CH:7][C:6]=2[CH:5]=[CH:4][C:3]=1[C:11]([O:13]C)=[O:12], predict the reaction product. The product is: [CH3:1][C:2]1[C:10]2[O:9][CH:8]=[CH:7][C:6]=2[CH:5]=[CH:4][C:3]=1[C:11]([OH:13])=[O:12]. (5) Given the reactants CN(C)C=O.CS([O:10][CH2:11][CH2:12][CH2:13][CH2:14][C:15]([CH3:19])=[C:16]([F:18])[F:17])(=O)=O.[S:20]1[C:24]([C:25](O)=[O:26])=[CH:23][C:22]2[CH:28]=[CH:29][CH:30]=[CH:31][C:21]1=2.C(=O)([O-])O.[Na+], predict the reaction product. The product is: [S:20]1[C:24]([C:25]([O:10][CH2:11][CH2:12][CH2:13][CH2:14][C:15]([CH3:19])=[C:16]([F:17])[F:18])=[O:26])=[CH:23][C:22]2[CH:28]=[CH:29][CH:30]=[CH:31][C:21]1=2. (6) Given the reactants [F:1][C:2]1[CH:3]=[C:4]([CH2:9][C:10]([NH:12][C@H:13]([C:15]([O:17]C)=[O:16])[CH3:14])=[O:11])[CH:5]=[C:6]([F:8])[CH:7]=1.[Li+].[OH-].O, predict the reaction product. The product is: [F:1][C:2]1[CH:3]=[C:4]([CH2:9][C:10]([NH:12][C@H:13]([C:15]([OH:17])=[O:16])[CH3:14])=[O:11])[CH:5]=[C:6]([F:8])[CH:7]=1.